From a dataset of Catalyst prediction with 721,799 reactions and 888 catalyst types from USPTO. Predict which catalyst facilitates the given reaction. (1) Reactant: C([N:3](CC)CC)C.Cl.N[C@@H:10]1[CH2:14][C@H:13]([C:15]([O:17][CH3:18])=[O:16])[CH:12]=[CH:11]1.[C:30]([O:29][C:27](O[C:27]([O:29][C:30]([CH3:33])([CH3:32])[CH3:31])=[O:28])=[O:28])([CH3:33])([CH3:32])[CH3:31]. Product: [C:30]([O:29][C:27]([C@@H:10]1[CH2:14][C@@:13]([NH2:3])([C:15]([O:17][CH3:18])=[O:16])[CH:12]=[CH:11]1)=[O:28])([CH3:31])([CH3:32])[CH3:33]. The catalyst class is: 4. (2) Reactant: C[O:2][C:3]1[CH:4]=[C:5]([NH:46][S:47]([N:50]([CH3:52])[CH3:51])(=[O:49])=[O:48])[CH:6]=[CH:7][C:8]=1[C:9]1[C:17]2[C:16]([NH:18][C@H:19]([C:21]3[N:26]([C:27]4[CH:32]=[CH:31][CH:30]=[CH:29][CH:28]=4)[C:25](=[O:33])[C:24]4=[C:34]([CH3:37])[CH:35]=[CH:36][N:23]4[N:22]=3)[CH3:20])=[N:15][CH:14]=[N:13][C:12]=2[N:11](COCC[Si](C)(C)C)[CH:10]=1.B(Br)(Br)Br.N. Product: [OH:2][C:3]1[CH:4]=[C:5]([NH:46][S:47]([N:50]([CH3:52])[CH3:51])(=[O:49])=[O:48])[CH:6]=[CH:7][C:8]=1[C:9]1[C:17]2[C:16]([NH:18][C@H:19]([C:21]3[N:26]([C:27]4[CH:28]=[CH:29][CH:30]=[CH:31][CH:32]=4)[C:25](=[O:33])[C:24]4=[C:34]([CH3:37])[CH:35]=[CH:36][N:23]4[N:22]=3)[CH3:20])=[N:15][CH:14]=[N:13][C:12]=2[NH:11][CH:10]=1. The catalyst class is: 4. (3) Reactant: Cl[C:2]1[C:7]([O:8][CH3:9])=[CH:6][C:5]([N+:10]([O-:12])=[O:11])=[CH:4][N:3]=1.[CH3:13][O:14][C:15](=[O:38])[CH2:16][CH:17]1[CH2:22][CH2:21][CH:20]([C:23]2[CH:28]=[CH:27][C:26](B3OC(C)(C)C(C)(C)O3)=[CH:25][CH:24]=2)[CH2:19][CH2:18]1.C(=O)([O-])[O-].[K+].[K+]. Product: [CH3:13][O:14][C:15](=[O:38])[CH2:16][CH:17]1[CH2:18][CH2:19][CH:20]([C:23]2[CH:24]=[CH:25][C:26]([C:2]3[C:7]([O:8][CH3:9])=[CH:6][C:5]([N+:10]([O-:12])=[O:11])=[CH:4][N:3]=3)=[CH:27][CH:28]=2)[CH2:21][CH2:22]1. The catalyst class is: 276. (4) Reactant: FC1C=N[C:5]([N:8]2[CH2:12][CH:11]([C:13]([O:15]C(C)(C)C)=[O:14])[N:10]([CH3:20])[C:9]2=[O:21])=NC=1.[F:22][C:23](F)([F:27])C(O)=O.C1(C)C=CC=CC=1. The catalyst class is: 4. Product: [F:22][CH:23]([F:27])[CH2:20][N:10]1[CH:11]([C:13]([OH:15])=[O:14])[CH2:12][N:8]([CH3:5])[C:9]1=[O:21]. (5) Reactant: [NH2:1][CH:2]([C:4]1[N:9]([C:10]2[CH:15]=[CH:14][CH:13]=[CH:12][CH:11]=2)[C:8](=[O:16])[N:7]2[C:17]([Cl:20])=[CH:18][N:19]=[C:6]2[CH:5]=1)[CH3:3].CCN(C(C)C)C(C)C.Cl[C:31]1[N:39]=[CH:38][N:37]=[C:36]2[C:32]=1[N:33]=[CH:34][NH:35]2. Product: [N:39]1[C:31]([NH:1][CH:2]([C:4]2[N:9]([C:10]3[CH:15]=[CH:14][CH:13]=[CH:12][CH:11]=3)[C:8](=[O:16])[N:7]3[C:17]([Cl:20])=[CH:18][N:19]=[C:6]3[CH:5]=2)[CH3:3])=[C:32]2[C:36]([NH:35][CH:34]=[N:33]2)=[N:37][CH:38]=1. The catalyst class is: 114.